This data is from Forward reaction prediction with 1.9M reactions from USPTO patents (1976-2016). The task is: Predict the product of the given reaction. Given the reactants CS[C:3]1[N:8]=[C:7](/[CH:9]=[C:10]2/[C:11](=[O:16])[NH:12][C:13](=[O:15])[NH:14]/2)[CH:6]=[CH:5][N:4]=1.O[O:18][S:19]([O-:21])=O.[K+].[CH2:23]1COCC1, predict the reaction product. The product is: [CH3:23][S:19]([C:3]1[N:8]=[C:7](/[CH:9]=[C:10]2/[C:11](=[O:16])[NH:12][C:13](=[O:15])[NH:14]/2)[CH:6]=[CH:5][N:4]=1)(=[O:21])=[O:18].